Dataset: Catalyst prediction with 721,799 reactions and 888 catalyst types from USPTO. Task: Predict which catalyst facilitates the given reaction. (1) Reactant: [CH3:1][C:2]([C:4]1[CH:5]=[CH:6][C:7]([OH:11])=[CH:8][C:9]=1[OH:10])=[O:3].Br[CH2:13]C.C(=O)([O-])[O-].[K+].[K+]. Product: [CH3:1][C:2]([C:4]1[CH:5]=[CH:6][C:7]([O:11][CH3:13])=[CH:8][C:9]=1[OH:10])=[O:3]. The catalyst class is: 21. (2) Reactant: [F:1][C:2]1[CH:7]=[CH:6][CH:5]=[CH:4][C:3]=1[C:8]1[C:12]([C:13]([OH:15])=O)=[C:11]([CH3:16])[O:10][N:9]=1.Cl.C(N=C=NCCCN(C)C)C.[F:29][C:30]([F:44])([F:43])[C:31]1[CH:32]=[C:33]([N:37]2[CH2:42][CH2:41][NH:40][CH2:39][CH2:38]2)[CH:34]=[CH:35][CH:36]=1. Product: [F:1][C:2]1[CH:7]=[CH:6][CH:5]=[CH:4][C:3]=1[C:8]1[C:12]([C:13]([N:40]2[CH2:39][CH2:38][N:37]([C:33]3[CH:34]=[CH:35][CH:36]=[C:31]([C:30]([F:43])([F:44])[F:29])[CH:32]=3)[CH2:42][CH2:41]2)=[O:15])=[C:11]([CH3:16])[O:10][N:9]=1. The catalyst class is: 4. (3) Reactant: [CH3:1][C:2]1[CH:11]=[CH:10][CH:9]=[C:8]2[C:3]=1[C:4](=[O:46])[N:5]([C:32]1[CH:33]=[C:34](OS(C(F)(F)F)(=O)=O)[CH:35]=[CH:36][CH:37]=1)[C:6]([CH:12]([NH:14][C:15]1[N:23]=[CH:22][N:21]=[C:20]3[C:16]=1[N:17]=[CH:18][N:19]3[CH2:24][O:25][CH2:26][CH2:27][Si:28]([CH3:31])([CH3:30])[CH3:29])[CH3:13])=[N:7]2.[CH3:47][N:48](C=O)C. Product: [CH3:1][C:2]1[CH:11]=[CH:10][CH:9]=[C:8]2[C:3]=1[C:4](=[O:46])[N:5]([C:32]1[CH:33]=[C:34]([CH:35]=[CH:36][CH:37]=1)[C:47]#[N:48])[C:6]([CH:12]([NH:14][C:15]1[N:23]=[CH:22][N:21]=[C:20]3[C:16]=1[N:17]=[CH:18][N:19]3[CH2:24][O:25][CH2:26][CH2:27][Si:28]([CH3:30])([CH3:29])[CH3:31])[CH3:13])=[N:7]2. The catalyst class is: 507. (4) Product: [C:14]1([S:20]([N:1]2[C:9]3[C:4](=[CH:5][CH:6]=[CH:7][CH:8]=3)[C:3]([CH:10]=[O:11])=[CH:2]2)(=[O:22])=[O:21])[CH:19]=[CH:18][CH:17]=[CH:16][CH:15]=1. The catalyst class is: 3. Reactant: [NH:1]1[C:9]2[C:4](=[CH:5][CH:6]=[CH:7][CH:8]=2)[C:3]([CH:10]=[O:11])=[CH:2]1.[H-].[Na+].[C:14]1([S:20](Cl)(=[O:22])=[O:21])[CH:19]=[CH:18][CH:17]=[CH:16][CH:15]=1.